Dataset: Forward reaction prediction with 1.9M reactions from USPTO patents (1976-2016). Task: Predict the product of the given reaction. (1) Given the reactants [CH3:1][C:2]1[CH2:7][CH2:6][CH2:5][CH2:4][CH:3]=1.[CH:8]1[CH:13]=[CH:12][CH:11]=[CH:10][CH:9]=1.S(=O)(=O)(O)O, predict the reaction product. The product is: [CH3:1][C:2]1([C:8]2[CH:13]=[CH:12][CH:11]=[CH:10][CH:9]=2)[CH2:7][CH2:6][CH2:5][CH2:4][CH2:3]1. (2) Given the reactants Cl[C:2]1[N:7]=[C:6]([Cl:8])[N:5]=[CH:4][N:3]=1.C([O-])([O-])=O.[K+].[K+].[CH3:15][NH:16][C:17]1[CH:22]=[CH:21][CH:20]=[C:19]([Cl:23])[CH:18]=1.CN1C=NC(NC2C=CC=C(Cl)C=2)=NC1Cl, predict the reaction product. The product is: [Cl:23][C:19]1[CH:18]=[C:17]([N:16]([C:2]2[N:7]=[C:6]([Cl:8])[N:5]=[CH:4][N:3]=2)[CH3:15])[CH:22]=[CH:21][CH:20]=1. (3) Given the reactants [F:1][C:2]1[CH:3]=[CH:4][C:5](B(O)O)=[C:6]2[C:10]=1[C@H:9]([O:11][C:12]1[CH:25]=[CH:24][C:15]3[C@H:16]([CH2:19][C:20]([O:22][CH3:23])=[O:21])[CH2:17][O:18][C:14]=3[CH:13]=1)[CH2:8][CH2:7]2.[Br:29][C:30]1[CH:35]=[CH:34][C:33]([OH:36])=[C:32]([F:37])[CH:31]=1, predict the reaction product. The product is: [CH3:23][O:22][C:20](=[O:21])[CH2:19][C@H:16]1[C:15]2[CH:24]=[CH:25][C:12]([O:11][C@H:9]3[C:10]4[C:6](=[C:5]([O:36][C:33]5[CH:34]=[CH:35][C:30]([Br:29])=[CH:31][C:32]=5[F:37])[CH:4]=[CH:3][C:2]=4[F:1])[CH2:7][CH2:8]3)=[CH:13][C:14]=2[O:18][CH2:17]1. (4) Given the reactants [F:1][C:2]1[CH:28]=[C:27]([NH:29][C:30]([C:32]2([C:35](=[O:44])[NH:36][C:37]3[CH:42]=[CH:41][C:40]([F:43])=[CH:39][CH:38]=3)[CH2:34][CH2:33]2)=[O:31])[CH:26]=[CH:25][C:3]=1[O:4][C:5]1[C:6]2[CH:13]=[C:12]([C:14](O)=[O:15])[N:11]([CH2:17][O:18][CH2:19][CH2:20][Si:21]([CH3:24])([CH3:23])[CH3:22])[C:7]=2[N:8]=[CH:9][N:10]=1.[N:45]1([CH2:51][CH2:52][NH2:53])[CH2:50][CH2:49][O:48][CH2:47][CH2:46]1.CN(C(ON1N=NC2C=CC=NC1=2)=[N+](C)C)C.F[P-](F)(F)(F)(F)F.CN(C=O)C, predict the reaction product. The product is: [F:43][C:40]1[CH:41]=[CH:42][C:37]([NH:36][C:35]([C:32]2([C:30]([NH:29][C:27]3[CH:26]=[CH:25][C:3]([O:4][C:5]4[C:6]5[CH:13]=[C:12]([C:14](=[O:15])[NH:53][CH2:52][CH2:51][N:45]6[CH2:50][CH2:49][O:48][CH2:47][CH2:46]6)[N:11]([CH2:17][O:18][CH2:19][CH2:20][Si:21]([CH3:23])([CH3:22])[CH3:24])[C:7]=5[N:8]=[CH:9][N:10]=4)=[C:2]([F:1])[CH:28]=3)=[O:31])[CH2:33][CH2:34]2)=[O:44])=[CH:38][CH:39]=1. (5) The product is: [CH2:1]([O:8][CH2:9][C@@H:10]([O:11][S:29]([CH3:28])(=[O:31])=[O:30])[C@@H:12]1[CH2:13][C@@H:14]([CH2:18][CH2:19][CH3:20])[C:15](=[O:17])[O:16]1)[C:2]1[CH:3]=[CH:4][CH:5]=[CH:6][CH:7]=1. Given the reactants [CH2:1]([O:8][CH2:9][C@H:10]([C@H:12]1[O:16][C:15](=[O:17])[C@H:14]([CH2:18][CH2:19][CH3:20])[CH2:13]1)[OH:11])[C:2]1[CH:7]=[CH:6][CH:5]=[CH:4][CH:3]=1.C(N(CC)CC)C.[CH3:28][S:29](Cl)(=[O:31])=[O:30].O, predict the reaction product. (6) The product is: [O:2]=[C:3]1[CH2:12][CH2:11][C:10]2[C:5](=[CH:6][CH:7]=[N:8][CH:9]=2)[N:4]1[CH2:13][C:14]([OH:16])=[O:15]. Given the reactants Cl.[O:2]=[C:3]1[CH2:12][CH2:11][C:10]2[C:5](=[CH:6][CH:7]=[N:8][CH:9]=2)[N:4]1[CH2:13][C:14]([O:16]C)=[O:15], predict the reaction product. (7) Given the reactants [CH3:1][N:2]([CH2:11][CH2:12][N:13]1[CH2:18][CH2:17][S:16][C:15]2[CH:19]=[C:20]([NH:23][C:24]([C:26]3[S:27][CH:28]=[CH:29][CH:30]=3)=[NH:25])[CH:21]=[CH:22][C:14]1=2)[CH2:3][C:4]([O:6]C(C)(C)C)=[O:5].C1(OC)C=CC=CC=1.FC(F)(F)C(O)=O.C(Cl)[Cl:47], predict the reaction product. The product is: [ClH:47].[ClH:47].[CH3:1][N:2]([CH2:11][CH2:12][N:13]1[CH2:18][CH2:17][S:16][C:15]2[CH:19]=[C:20]([NH:23][C:24]([C:26]3[S:27][CH:28]=[CH:29][CH:30]=3)=[NH:25])[CH:21]=[CH:22][C:14]1=2)[CH2:3][C:4]([OH:6])=[O:5]. (8) Given the reactants [F:1][C:2]([F:7])([F:6])[C:3]([OH:5])=[O:4].[F:8][C:9]([F:14])([F:13])[C:10]([OH:12])=[O:11].FC(F)(F)C(O)=O.[Cl:22][C:23]1[CH:24]=[N:25][C:26]2[NH:27][C:28]3[CH:29]=[N:30][CH:31]=[C:32]([CH:54]=3)[CH2:33][CH2:34][C:35]3[CH:43]=[C:39]([NH:40][C:41]=1[N:42]=2)[CH:38]=[CH:37][C:36]=3[NH:44][C:45](=[O:53])[CH2:46][CH:47]1[CH2:52][CH2:51][NH:50][CH2:49][CH2:48]1.[CH3:55][O:56][C:57]1[CH:61]=[C:60]([C:62](O)=[O:63])[O:59][N:58]=1, predict the reaction product. The product is: [F:1][C:2]([F:7])([F:6])[C:3]([OH:5])=[O:4].[F:8][C:9]([F:14])([F:13])[C:10]([OH:12])=[O:11].[Cl:22][C:23]1[CH:24]=[N:25][C:26]2[NH:27][C:28]3[CH:29]=[N:30][CH:31]=[C:32]([CH:54]=3)[CH2:33][CH2:34][C:35]3[CH:43]=[C:39]([NH:40][C:41]=1[N:42]=2)[CH:38]=[CH:37][C:36]=3[NH:44][C:45](=[O:53])[CH2:46][CH:47]1[CH2:52][CH2:51][N:50]([C:62]([C:60]2[O:59][N:58]=[C:57]([O:56][CH3:55])[CH:61]=2)=[O:63])[CH2:49][CH2:48]1.